Dataset: Forward reaction prediction with 1.9M reactions from USPTO patents (1976-2016). Task: Predict the product of the given reaction. (1) Given the reactants [F:1][C:2]([F:7])([F:6])[CH2:3][CH2:4]I.CC1C=CC=CC=1P(C1C=CC=CC=1C)C1C=CC=CC=1C.[CH2:30]([O:37][C:38]1[CH:43]=[C:42](I)[CH:41]=[CH:40][C:39]=1[N:45]1[S:49](=[O:51])(=[O:50])[N:48]([CH2:52][CH2:53][Si:54]([CH3:57])([CH3:56])[CH3:55])[C:47](=[O:58])[CH2:46]1)[C:31]1[CH:36]=[CH:35][CH:34]=[CH:33][CH:32]=1, predict the reaction product. The product is: [CH2:30]([O:37][C:38]1[CH:43]=[C:42]([CH2:4][CH2:3][C:2]([F:7])([F:6])[F:1])[CH:41]=[CH:40][C:39]=1[N:45]1[S:49](=[O:50])(=[O:51])[N:48]([CH2:52][CH2:53][Si:54]([CH3:56])([CH3:55])[CH3:57])[C:47](=[O:58])[CH2:46]1)[C:31]1[CH:32]=[CH:33][CH:34]=[CH:35][CH:36]=1. (2) Given the reactants I[C:2]1[CH:11]=[CH:10][C:5]([C:6]([O:8][CH3:9])=[O:7])=[CH:4][CH:3]=1.C([Mg]Cl)(C)C.[CH:17](=[O:21])[CH2:18][CH2:19][CH3:20].C(O)(=O)CC(CC(O)=O)(C(O)=O)O, predict the reaction product. The product is: [OH:21][CH:17]([C:2]1[CH:11]=[CH:10][C:5]([C:6]([O:8][CH3:9])=[O:7])=[CH:4][CH:3]=1)[CH2:18][CH2:19][CH3:20]. (3) Given the reactants [CH3:1][C:2]1[C:6]([C:7]2[CH:12]=[CH:11][CH:10]=[CH:9][CH:8]=2)=[C:5]([NH2:13])[NH:4][N:3]=1.[O:14]1[C:18]2[CH:19]=[CH:20][C:21]([C:23](=O)[CH2:24][C:25](OCC)=[O:26])=[CH:22][C:17]=2[O:16][CH2:15]1, predict the reaction product. The product is: [O:14]1[C:18]2[CH:19]=[CH:20][C:21]([C:23]3[NH:13][C:5]4[N:4]([N:3]=[C:2]([CH3:1])[C:6]=4[C:7]4[CH:12]=[CH:11][CH:10]=[CH:9][CH:8]=4)[C:25](=[O:26])[CH:24]=3)=[CH:22][C:17]=2[O:16][CH2:15]1. (4) Given the reactants [CH3:1][O:2][C:3]1[C:20]([O:21][CH3:22])=[CH:19][C:6]([C:7]([C:9]2[NH:13][N:12]=[N:11][C:10]=2[C:14]([O:16][CH2:17][CH3:18])=[O:15])=[O:8])=[C:5]([N+:23]([O-:25])=[O:24])[CH:4]=1.[OH2:26].[C:27]1([CH3:37])[CH:32]=CC(S(O)(=O)=O)=C[CH:28]=1.[C:38](N1C=CN=C1)(N1C=CN=C1)=[O:39].[CH:50]([OH:53])([CH3:52])[CH3:51], predict the reaction product. The product is: [CH:50]([O:53][C:38]([O:39][CH:32]([N:12]1[N:11]=[C:10]([C:14]([O:16][CH2:17][CH3:18])=[O:15])[C:9]([C:7](=[O:8])[C:6]2[CH:19]=[C:20]([O:21][CH3:22])[C:3]([O:2][CH3:1])=[CH:4][C:5]=2[N+:23]([O-:25])=[O:24])=[N:13]1)[CH:27]([CH3:28])[CH3:37])=[O:26])([CH3:52])[CH3:51]. (5) Given the reactants [NH2:1][C:2]1[C:3]2[C:10]([C:11]3[CH:16]=[CH:15][CH:14]=[C:13]([O:17][CH2:18][C:19]4[CH:24]=[CH:23][CH:22]=[CH:21][CH:20]=4)[CH:12]=3)=[C:9]([CH3:25])[N:8]([C@@H:26]3[CH2:29][C@H:28]([CH2:30]O)[CH2:27]3)[C:4]=2[N:5]=[CH:6][N:7]=1.C1(C)C=CC(S(Cl)(=O)=O)=CC=1.[OH:43][CH:44]1[CH2:49][CH2:48][NH:47][CH2:46][CH2:45]1, predict the reaction product. The product is: [NH2:1][C:2]1[C:3]2[C:10]([C:11]3[CH:16]=[CH:15][CH:14]=[C:13]([O:17][CH2:18][C:19]4[CH:20]=[CH:21][CH:22]=[CH:23][CH:24]=4)[CH:12]=3)=[C:9]([CH3:25])[N:8]([C@@H:26]3[CH2:29][C@H:28]([CH2:30][N:47]4[CH2:48][CH2:49][CH:44]([OH:43])[CH2:45][CH2:46]4)[CH2:27]3)[C:4]=2[N:5]=[CH:6][N:7]=1. (6) Given the reactants [N:1]1([C:7]2[N:12]=[CH:11][C:10]([C:13]3[CH:18]=[CH:17][CH:16]=[CH:15][N:14]=3)=[CH:9][CH:8]=2)[CH2:6][CH2:5][NH:4][CH2:3][CH2:2]1.[F:19][C:20]([F:31])([F:30])[C:21]1[CH:29]=[CH:28][CH:27]=[CH:26][C:22]=1[C:23](Cl)=[O:24], predict the reaction product. The product is: [N:14]1[CH:15]=[CH:16][CH:17]=[CH:18][C:13]=1[C:10]1[CH:11]=[N:12][C:7]([N:1]2[CH2:6][CH2:5][N:4]([C:23]([C:22]3[CH:26]=[CH:27][CH:28]=[CH:29][C:21]=3[C:20]([F:19])([F:30])[F:31])=[O:24])[CH2:3][CH2:2]2)=[CH:8][CH:9]=1. (7) Given the reactants F[C:2]1[CH:3]=[C:4]([C:10]2[N:11]=[C:12]3[CH:17]=[C:16]([NH:18][CH3:19])[CH:15]=[CH:14][N:13]3[CH:20]=2)[CH:5]=[CH:6][C:7]=1OC.CNC1C=CN=C(N)C=1.[Br:30]CC(C1C=CC(Br)=CC=1)=O, predict the reaction product. The product is: [Br:30][C:7]1[CH:6]=[CH:5][C:4]([C:10]2[N:11]=[C:12]3[CH:17]=[C:16]([NH:18][CH3:19])[CH:15]=[CH:14][N:13]3[CH:20]=2)=[CH:3][CH:2]=1.